Dataset: Reaction yield outcomes from USPTO patents with 853,638 reactions. Task: Predict the reaction yield, written as a fraction of the theoretical maximum amount of product (1.0 means a 100% yield; for example, 0.34 means a 34% yield). The reactants are [N+:1]([C:4]1[CH:5]=[C:6]([CH:9]=[CH:10][CH:11]=1)[CH:7]=O)([O-:3])=[O:2].Cl.[CH3:13][NH2:14].[BH4-].[Na+].N. The catalyst is C(O)C.C(O[Ti](OC(C)C)(OC(C)C)OC(C)C)(C)C.C(N(CC)CC)C. The product is [CH3:13][NH:14][CH2:7][C:6]1[CH:9]=[CH:10][CH:11]=[C:4]([N+:1]([O-:3])=[O:2])[CH:5]=1. The yield is 0.670.